This data is from Full USPTO retrosynthesis dataset with 1.9M reactions from patents (1976-2016). The task is: Predict the reactants needed to synthesize the given product. (1) Given the product [Br:12][C:13]1[C:14]([C:21]([C:23]2[CH:28]=[CH:27][CH:26]=[CH:25][CH:24]=2)=[O:22])=[CH:15][C:16]([O:19][CH3:20])=[N:17][CH:18]=1, predict the reactants needed to synthesize it. The reactants are: C1C=C[NH+]=CC=1.[O-][Cr](Cl)(=O)=O.[Br:12][C:13]1[C:14]([CH:21]([C:23]2[CH:28]=[CH:27][CH:26]=[CH:25][CH:24]=2)[OH:22])=[CH:15][C:16]([O:19][CH3:20])=[N:17][CH:18]=1. (2) Given the product [CH:8]1([N:11]2[C:15]3[C:16]([O:32][C@@H:33]([C@H:35]4[CH2:39][NH:38][C:37](=[O:40])[CH2:36]4)[CH3:34])=[N:17][C:18]([C:20]4[CH:25]=[CH:24][C:23]([N:26]5[CH2:31][CH2:30][N:29]([S:49]([CH3:48])(=[O:51])=[O:50])[CH2:28][CH2:27]5)=[CH:22][CH:21]=4)=[CH:19][C:14]=3[N:13]=[CH:12]2)[CH2:9][CH2:10]1.[F:1][C:2]([F:7])([F:6])[C:3]([OH:5])=[O:4], predict the reactants needed to synthesize it. The reactants are: [F:1][C:2]([F:7])([F:6])[C:3]([OH:5])=[O:4].[CH:8]1([N:11]2[C:15]3[C:16]([O:32][C@@H:33]([C@H:35]4[CH2:39][NH:38][C:37](=[O:40])[CH2:36]4)[CH3:34])=[N:17][C:18]([C:20]4[CH:25]=[CH:24][C:23]([N:26]5[CH2:31][CH2:30][NH:29][CH2:28][CH2:27]5)=[CH:22][CH:21]=4)=[CH:19][C:14]=3[N:13]=[CH:12]2)[CH2:10][CH2:9]1.C(N(CC)CC)C.[CH3:48][S:49](O[S:49]([CH3:48])(=[O:51])=[O:50])(=[O:51])=[O:50]. (3) Given the product [CH2:1]([O:3][C:4](=[O:33])[CH2:5][N:6]([S:39]([N:37]([CH2:34][CH:35]=[CH2:36])[CH3:38])(=[O:41])=[O:40])[CH2:7][C:8]1[CH:13]=[CH:12][CH:11]=[C:10]([O:14][CH2:15][CH2:16][C:17]2[N:18]=[C:19]([C:23]3[CH:28]=[CH:27][C:26]([C:29]([F:30])([F:32])[F:31])=[CH:25][CH:24]=3)[O:20][C:21]=2[CH3:22])[CH:9]=1)[CH3:2], predict the reactants needed to synthesize it. The reactants are: [CH2:1]([O:3][C:4](=[O:33])[CH2:5][NH:6][CH2:7][C:8]1[CH:13]=[CH:12][CH:11]=[C:10]([O:14][CH2:15][CH2:16][C:17]2[N:18]=[C:19]([C:23]3[CH:28]=[CH:27][C:26]([C:29]([F:32])([F:31])[F:30])=[CH:25][CH:24]=3)[O:20][C:21]=2[CH3:22])[CH:9]=1)[CH3:2].[CH2:34]([N:37]([S:39](Cl)(=[O:41])=[O:40])[CH3:38])[CH:35]=[CH2:36].C(N(CC)CC)C.